Dataset: Catalyst prediction with 721,799 reactions and 888 catalyst types from USPTO. Task: Predict which catalyst facilitates the given reaction. Reactant: [Cl:1][C:2]1[C:14]([Cl:15])=[CH:13][C:12]([Cl:16])=[CH:11][C:3]=1[C:4]([NH:6][CH2:7][CH:8]=[N:9][OH:10])=[O:5].CN(C1C=CC(N=NC2C=CC(S(O)(=O)=O)=CC=2)=CC=1)C.[CH3:38][OH:39].Cl.C([BH3-])#N.[Na+]. Product: [Cl:1][C:2]1[C:14]([Cl:15])=[CH:13][C:12]([Cl:16])=[CH:11][C:3]=1[C:4]([NH:6][CH2:7][CH2:8][N:9]([CH:38]=[O:39])[OH:10])=[O:5]. The catalyst class is: 5.